From a dataset of Full USPTO retrosynthesis dataset with 1.9M reactions from patents (1976-2016). Predict the reactants needed to synthesize the given product. Given the product [CH3:1][O:2][C:3]1[N:8]=[CH:7][C:6]([NH:9][C:21]2[C:26]([C:27]3[N:35]=[C:34]([CH3:36])[N:33]=[C:32]4[C:28]=3[N:29]=[CH:30][N:31]4[CH:37]3[CH2:42][CH2:41][CH2:40][CH2:39][O:38]3)=[CH:25][C:24]([CH2:43][C:44]3[CH:49]=[CH:48][C:47]([S:50]([CH3:53])(=[O:51])=[O:52])=[CH:46][CH:45]=3)=[CH:23][N:22]=2)=[CH:5][CH:4]=1, predict the reactants needed to synthesize it. The reactants are: [CH3:1][O:2][C:3]1[N:8]=[CH:7][C:6]([NH2:9])=[CH:5][CH:4]=1.[Li+].C[Si]([N-][Si](C)(C)C)(C)C.F[C:21]1[C:26]([C:27]2[N:35]=[C:34]([CH3:36])[N:33]=[C:32]3[C:28]=2[N:29]=[CH:30][N:31]3[CH:37]2[CH2:42][CH2:41][CH2:40][CH2:39][O:38]2)=[CH:25][C:24]([CH2:43][C:44]2[CH:49]=[CH:48][C:47]([S:50]([CH3:53])(=[O:52])=[O:51])=[CH:46][CH:45]=2)=[CH:23][N:22]=1.